From a dataset of Forward reaction prediction with 1.9M reactions from USPTO patents (1976-2016). Predict the product of the given reaction. (1) Given the reactants Br[C:2]1[C:7]2=[N:8][C:9]([C:12]([N:14]3[CH2:18][CH2:17][CH:16]([OH:19])[CH2:15]3)=[O:13])=[CH:10][N:11]=[C:6]2[CH:5]=[N:4][CH:3]=1.[Cl:20][C:21]1[CH:26]=[CH:25][C:24](B(O)O)=[C:23]([F:30])[CH:22]=1.C(=O)([O-])[O-].[Cs+].[Cs+].O1CCOCC1, predict the reaction product. The product is: [Cl:20][C:21]1[CH:26]=[CH:25][C:24]([C:2]2[C:7]3=[N:8][C:9]([C:12]([N:14]4[CH2:18][CH2:17][CH:16]([OH:19])[CH2:15]4)=[O:13])=[CH:10][N:11]=[C:6]3[CH:5]=[N:4][CH:3]=2)=[C:23]([F:30])[CH:22]=1. (2) Given the reactants [F:1][C:2]1[CH:7]=[C:6]([C:8]([F:11])([F:10])[F:9])[CH:5]=[CH:4][C:3]=1[C:12]1[N:17]=[CH:16][N:15]=[C:14]([NH:18][C:19]2[CH:24]=[CH:23][C:22]([O:25][CH3:26])=[CH:21][CH:20]=2)[C:13]=1[NH2:27].[C:28]1(C)C=CC(S(O)(=O)=O)=CC=1.C(OC)(OC)OC, predict the reaction product. The product is: [F:1][C:2]1[CH:7]=[C:6]([C:8]([F:9])([F:10])[F:11])[CH:5]=[CH:4][C:3]=1[C:12]1[N:17]=[CH:16][N:15]=[C:14]2[C:13]=1[N:27]=[CH:28][N:18]2[C:19]1[CH:24]=[CH:23][C:22]([O:25][CH3:26])=[CH:21][CH:20]=1.